This data is from Reaction yield outcomes from USPTO patents with 853,638 reactions. The task is: Predict the reaction yield, written as a fraction of the theoretical maximum amount of product (1.0 means a 100% yield; for example, 0.34 means a 34% yield). (1) The reactants are [CH2:1]([O:17][CH2:18][CH:19]([CH2:29][OH:30])[O:20][CH2:21][CH2:22][CH2:23][CH2:24][CH:25]([OH:28])CO)[CH2:2][CH2:3][CH2:4][CH2:5][CH2:6][CH2:7][CH2:8][CH2:9][CH2:10][CH2:11][CH2:12][CH2:13][CH2:14][CH2:15][CH3:16].C(O)(=O)C. The catalyst is C(O)(C)C.O.C(O)C.C[N+](CC(NN)=O)(C)C.[Cl-]. The product is [CH2:1]([O:17][CH2:18][CH:19]([CH2:29][OH:30])[O:20][CH2:21][CH2:22][CH2:23][CH2:24][CH:25]=[O:28])[CH2:2][CH2:3][CH2:4][CH2:5][CH2:6][CH2:7][CH2:8][CH2:9][CH2:10][CH2:11][CH2:12][CH2:13][CH2:14][CH2:15][CH3:16]. The yield is 0.269. (2) The reactants are [H-].[Na+].[CH3:3][O:4][C:5](=[O:16])[CH2:6][C:7]1[CH:12]=[CH:11][C:10]([N+:13]([O-])=O)=[CH:9][CH:8]=1.I[CH2:18][CH2:19][CH2:20][CH2:21]I.O.O.[Sn](Cl)Cl. The catalyst is CN(C=O)C.C(O)C.CCOC(C)=O.O. The product is [CH3:3][O:4][C:5]([C:6]1([C:7]2[CH:12]=[CH:11][C:10]([NH2:13])=[CH:9][CH:8]=2)[CH2:21][CH2:20][CH2:19][CH2:18]1)=[O:16]. The yield is 0.880. (3) The reactants are FC(F)(F)C(O)=O.[Cl:8][C:9]1[C:10]([F:30])=[C:11]([NH:16][C:17]2[C:26]3[C:21](=[CH:22][C:23]([OH:29])=[C:24]([O:27][CH3:28])[CH:25]=3)[N:20]=[CH:19][N:18]=2)[CH:12]=[CH:13][C:14]=1[Cl:15].C(=O)([O-])[O-].[K+].[K+].CS(O[CH2:42][C@H:43]1[O:48][CH2:47][C@@H:46]2[CH2:49][CH2:50][CH2:51][N:45]2[CH2:44]1)(=O)=O. The catalyst is CN(C)C=O. The product is [ClH:8].[Cl:8][C:9]1[C:10]([F:30])=[C:11]([NH:16][C:17]2[C:26]3[C:21](=[CH:22][C:23]([O:29][CH2:42][C@H:43]4[O:48][CH2:47][C@@H:46]5[CH2:49][CH2:50][CH2:51][N:45]5[CH2:44]4)=[C:24]([O:27][CH3:28])[CH:25]=3)[N:20]=[CH:19][N:18]=2)[CH:12]=[CH:13][C:14]=1[Cl:15]. The yield is 0.190.